Task: Predict the product of the given reaction.. Dataset: Forward reaction prediction with 1.9M reactions from USPTO patents (1976-2016) Given the reactants [CH3:1][C:2]([CH3:29])([CH:4]([OH:28])[C@H:5]([NH:8]C(C1C=CC=CC=1)(C1C=CC=CC=1)C1C=CC=CC=1)[CH2:6][CH3:7])[CH3:3].C(O)(C(F)(F)F)=O, predict the reaction product. The product is: [NH2:8][C@H:5]([CH2:6][CH3:7])[CH:4]([OH:28])[C:2]([CH3:29])([CH3:3])[CH3:1].